Dataset: Catalyst prediction with 721,799 reactions and 888 catalyst types from USPTO. Task: Predict which catalyst facilitates the given reaction. (1) Reactant: [CH2:1]([N:3]1[C:7]2[N:8]=[CH:9][C:10]([C:19]3[CH2:23][C:22]4([CH2:27][CH2:26][CH2:25][CH2:24]4)[O:21][N:20]=3)=[C:11]([NH:12][CH:13]3[CH2:18][CH2:17][NH:16][CH2:15][CH2:14]3)[C:6]=2[CH:5]=[N:4]1)[CH3:2].C(=O)([O-])[O-].[K+].[K+].[CH:34]1(Br)[CH2:38][CH2:37][CH2:36][CH2:35]1. Product: [CH:34]1([N:16]2[CH2:15][CH2:14][CH:13]([NH:12][C:11]3[C:6]4[CH:5]=[N:4][N:3]([CH2:1][CH3:2])[C:7]=4[N:8]=[CH:9][C:10]=3[C:19]3[CH2:23][C:22]4([CH2:27][CH2:26][CH2:25][CH2:24]4)[O:21][N:20]=3)[CH2:18][CH2:17]2)[CH2:38][CH2:37][CH2:36][CH2:35]1. The catalyst class is: 10. (2) Reactant: C[Si]([N-][Si](C)(C)C)(C)C.[Li+].[Br:11][C:12]1[C:13]([CH3:19])=[CH:14][C:15]([Cl:18])=[N:16][CH:17]=1.C([O:22][C:23]([CH:25]1[CH2:30][CH2:29][N:28]([C:31]([O:33][C:34]([CH3:37])([CH3:36])[CH3:35])=[O:32])[CH2:27][CH2:26]1)=O)C. Product: [C:34]([O:33][C:31]([N:28]1[CH2:29][CH2:30][CH:25]([C:23](=[O:22])[CH2:19][C:13]2[C:12]([Br:11])=[CH:17][N:16]=[C:15]([Cl:18])[CH:14]=2)[CH2:26][CH2:27]1)=[O:32])([CH3:37])([CH3:36])[CH3:35]. The catalyst class is: 7.